This data is from Reaction yield outcomes from USPTO patents with 853,638 reactions. The task is: Predict the reaction yield, written as a fraction of the theoretical maximum amount of product (1.0 means a 100% yield; for example, 0.34 means a 34% yield). (1) The reactants are CO[C:3]([C:5]1[NH:6][C:7]([CH2:10][CH2:11][C:12]2[CH:17]=[CH:16][CH:15]=[CH:14][CH:13]=2)=[N:8][CH:9]=1)=[O:4].[NH:18]1[CH2:22][CH2:21][CH2:20][CH2:19]1. No catalyst specified. The product is [CH2:10]([C:7]1[NH:6][C:5]([C:3]([N:18]2[CH2:22][CH2:21][CH2:20][CH2:19]2)=[O:4])=[CH:9][N:8]=1)[CH2:11][C:12]1[CH:17]=[CH:16][CH:15]=[CH:14][CH:13]=1. The yield is 0.710. (2) The reactants are Br[C:2]1[C:3]([NH:10][C@H:11]2[CH2:16][CH2:15][C@H:14]([OH:17])[CH2:13][CH2:12]2)=[N:4][C:5]([S:8][CH3:9])=[N:6][CH:7]=1.C(=O)([O-])[O-].[K+].[K+].CCO[C:27]([CH3:29])=O. The catalyst is CN(C=O)C.O.[Cu](Br)Br.C1C=CC(P(C2C=CC=CC=2)[C-]2C=CC=C2)=CC=1.C1C=CC(P(C2C=CC=CC=2)[C-]2C=CC=C2)=CC=1.Cl[Pd]Cl.[Fe+2]. The product is [CH3:9][S:8][C:5]1[N:4]=[C:3]([NH:10][C@H:11]2[CH2:16][CH2:15][C@H:14]([OH:17])[CH2:13][CH2:12]2)[C:2]([C:29]2[CH:27]=[CH:7][CH:2]=[CH:3][N:4]=2)=[CH:7][N:6]=1. The yield is 0.530. (3) The reactants are [Cl:1][C:2]1[CH:3]=[CH:4][C:5]([O:18][C:19]2[CH:24]=[C:23]([F:25])[C:22]([S:26](=[O:45])(=[O:44])[N:27](CC3C=CC(OC)=CC=3OC)[C:28]3[S:29][CH:30]=[CH:31][N:32]=3)=[CH:21][C:20]=2[Cl:46])=[C:6]([CH2:8][CH2:9][CH2:10][NH:11][CH2:12][C:13]([O:15][CH2:16][CH3:17])=[O:14])[CH:7]=1.Cl.CCCCC. The catalyst is ClCCl.C(OCC)(=O)C. The product is [Cl:1][C:2]1[CH:3]=[CH:4][C:5]([O:18][C:19]2[CH:24]=[C:23]([F:25])[C:22]([S:26](=[O:44])(=[O:45])[NH:27][C:28]3[S:29][CH:30]=[CH:31][N:32]=3)=[CH:21][C:20]=2[Cl:46])=[C:6]([CH2:8][CH2:9][CH2:10][NH:11][CH2:12][C:13]([O:15][CH2:16][CH3:17])=[O:14])[CH:7]=1. The yield is 0.163. (4) The reactants are [C:1]([OH:9])(=[O:8])[C:2]1[CH:7]=[CH:6][CH:5]=[CH:4][CH:3]=1.[C:23]1(P([C:23]2[CH:28]=[CH:27][CH:26]=[CH:25][CH:24]=2)[C:23]2[CH:28]=[CH:27][CH:26]=[CH:25][CH:24]=2)[CH:28]=[CH:27][CH:26]=[CH:25][CH:24]=1.C[CH:40]([O:39][C:37](/[N:36]=[N:36]/[C:37]([O:39][CH:40](C)C)=[O:38])=[O:38])C. The catalyst is C1COCC1. The product is [C:1]([O:9][C@H:3]1[C@@H:2]([CH2:7][CH3:6])[CH2:1][N:36]([C:37]([O:39][CH2:40][C:23]2[CH:24]=[CH:25][CH:26]=[CH:27][CH:28]=2)=[O:38])[CH2:4]1)(=[O:8])[C:2]1[CH:7]=[CH:6][CH:5]=[CH:4][CH:3]=1. The yield is 0.980. (5) The reactants are [Cl:1][C:2]1[CH:7]=[CH:6][CH:5]=[C:4]([Cl:8])[C:3]=1[CH2:9][C:10]([NH:12][C:13]1[C:14](Cl)=[N:15][CH:16]=[N:17][C:18]=1[Cl:19])=[O:11].C([O-])([O-])=O.[Cs+].[Cs+]. The catalyst is CC#N. The product is [Cl:19][C:18]1[C:13]2[N:12]=[C:10]([CH2:9][C:3]3[C:2]([Cl:1])=[CH:7][CH:6]=[CH:5][C:4]=3[Cl:8])[O:11][C:14]=2[N:15]=[CH:16][N:17]=1. The yield is 0.610. (6) The reactants are Cl[C:2]1[N:7]=[C:6]([NH:8][C:9]2[CH:10]=[C:11]3[C:15](=[CH:16][CH:17]=2)[N:14]([C:18]([O:20][C:21]([CH3:24])([CH3:23])[CH3:22])=[O:19])[N:13]=[CH:12]3)[CH:5]=[CH:4][N:3]=1.[CH:25]([NH:28][C:29](=[O:47])[CH2:30][O:31][C:32]1[CH:37]=[CH:36][CH:35]=[C:34](B2OC(C)(C)C(C)(C)O2)[CH:33]=1)([CH3:27])[CH3:26].C(Cl)Cl.C([O-])([O-])=O.[K+].[K+]. The catalyst is O1CCOCC1.O.C1C=CC(P(C2C=CC=CC=2)[C-]2C=CC=C2)=CC=1.C1C=CC(P(C2C=CC=CC=2)[C-]2C=CC=C2)=CC=1.Cl[Pd]Cl.[Fe+2]. The product is [CH:25]([NH:28][C:29](=[O:47])[CH2:30][O:31][C:32]1[CH:37]=[C:36]([C:2]2[N:7]=[C:6]([NH:8][C:9]3[CH:10]=[C:11]4[C:15](=[CH:16][CH:17]=3)[N:14]([C:18]([O:20][C:21]([CH3:24])([CH3:23])[CH3:22])=[O:19])[N:13]=[CH:12]4)[CH:5]=[CH:4][N:3]=2)[CH:35]=[CH:34][CH:33]=1)([CH3:27])[CH3:26]. The yield is 0.350. (7) The reactants are Br[C:2]1[C:3](=[O:10])[N:4]([CH2:8][CH3:9])[CH:5]=[CH:6][N:7]=1.C(=O)([O-])[O-].[K+].[K+].[CH:17]1[CH:22]=[CH:21][C:20]([CH2:23][SH:24])=[CH:19][CH:18]=1.O. The catalyst is C1COCC1. The product is [CH2:23]([S:24][C:2]1[C:3](=[O:10])[N:4]([CH2:8][CH3:9])[CH:5]=[CH:6][N:7]=1)[C:20]1[CH:21]=[CH:22][CH:17]=[CH:18][CH:19]=1. The yield is 0.820. (8) The reactants are [Cl:1][C:2]1[CH:3]=[CH:4][C:5]([N+:26]([O-])=O)=[C:6]([CH:25]=1)[C:7]([NH:9][C:10]1[CH:14]=[CH:13][N:12]([C:15]2[CH:20]=[CH:19][CH:18]=[C:17]([C:21]([F:24])([F:23])[F:22])[CH:16]=2)[N:11]=1)=[O:8]. The catalyst is C(O)(=O)C.[Zn]. The product is [NH2:26][C:5]1[CH:4]=[CH:3][C:2]([Cl:1])=[CH:25][C:6]=1[C:7]([NH:9][C:10]1[CH:14]=[CH:13][N:12]([C:15]2[CH:20]=[CH:19][CH:18]=[C:17]([C:21]([F:23])([F:24])[F:22])[CH:16]=2)[N:11]=1)=[O:8]. The yield is 0.810.